Task: Regression. Given two drug SMILES strings and cell line genomic features, predict the synergy score measuring deviation from expected non-interaction effect.. Dataset: NCI-60 drug combinations with 297,098 pairs across 59 cell lines (1) Drug 1: CNC(=O)C1=NC=CC(=C1)OC2=CC=C(C=C2)NC(=O)NC3=CC(=C(C=C3)Cl)C(F)(F)F. Drug 2: C1C(C(OC1N2C=NC3=C2NC=NCC3O)CO)O. Cell line: MALME-3M. Synergy scores: CSS=1.60, Synergy_ZIP=2.48, Synergy_Bliss=5.24, Synergy_Loewe=-1.38, Synergy_HSA=1.19. (2) Drug 1: CC1=C(C(CCC1)(C)C)C=CC(=CC=CC(=CC(=O)O)C)C. Drug 2: C1CNP(=O)(OC1)N(CCCl)CCCl. Cell line: RPMI-8226. Synergy scores: CSS=41.2, Synergy_ZIP=-0.360, Synergy_Bliss=-1.83, Synergy_Loewe=-24.4, Synergy_HSA=-0.439. (3) Drug 1: CS(=O)(=O)C1=CC(=C(C=C1)C(=O)NC2=CC(=C(C=C2)Cl)C3=CC=CC=N3)Cl. Drug 2: CN(C)N=NC1=C(NC=N1)C(=O)N. Cell line: MALME-3M. Synergy scores: CSS=-1.42, Synergy_ZIP=0.307, Synergy_Bliss=-0.658, Synergy_Loewe=-5.73, Synergy_HSA=-3.97. (4) Drug 1: COC1=CC(=CC(=C1O)OC)C2C3C(COC3=O)C(C4=CC5=C(C=C24)OCO5)OC6C(C(C7C(O6)COC(O7)C8=CC=CS8)O)O. Cell line: EKVX. Drug 2: C1=NNC2=C1C(=O)NC=N2. Synergy scores: CSS=18.8, Synergy_ZIP=-7.16, Synergy_Bliss=-3.57, Synergy_Loewe=-20.0, Synergy_HSA=-1.84.